Dataset: Full USPTO retrosynthesis dataset with 1.9M reactions from patents (1976-2016). Task: Predict the reactants needed to synthesize the given product. (1) Given the product [OH:3][CH2:4][C:5]([NH:27][C:28](=[O:30])[CH3:29])([CH2:6][OH:7])[CH2:11][CH2:12][C:13]1[CH:18]=[CH:17][C:16]([CH2:19][CH2:20][CH2:21][CH2:22][CH2:23][CH2:24][CH2:25][CH3:26])=[CH:15][CH:14]=1, predict the reactants needed to synthesize it. The reactants are: C([O:3][C:4](=O)[C:5]([NH:27][C:28](=[O:30])[CH3:29])([CH2:11][CH2:12][C:13]1[CH:18]=[CH:17][C:16]([CH2:19][CH2:20][CH2:21][CH2:22][CH2:23][CH2:24][CH2:25][CH3:26])=[CH:15][CH:14]=1)[C:6](OCC)=[O:7])C.[BH4-].[Na+].Cl. (2) Given the product [OH:1][B:2]1[C:6]2[CH:7]=[C:8]([O:12][S:29]([CH3:28])(=[O:31])=[O:30])[CH:9]=[C:10]([CH3:11])[C:5]=2[CH:4]([CH2:13][C:14]([O:16][CH2:17][CH3:18])=[O:15])[O:3]1, predict the reactants needed to synthesize it. The reactants are: [OH:1][B:2]1[C:6]2[CH:7]=[C:8]([OH:12])[CH:9]=[C:10]([CH3:11])[C:5]=2[CH:4]([CH2:13][C:14]([O:16][CH2:17][CH3:18])=[O:15])[O:3]1.CCN(C(C)C)C(C)C.[CH3:28][S:29](Cl)(=[O:31])=[O:30]. (3) Given the product [Cl:1][C:2]1[CH:3]=[C:4]([C:29]([NH:66][C@@H:67]2[CH2:71][CH2:70][N:69]([C:72]3[CH:77]=[CH:76][CH:75]=[CH:74][CH:73]=3)[C:68]2=[O:78])=[O:30])[CH:5]=[N:6][C:7]=1[NH:8][NH:9][C:10]([NH:12][CH:13]1[C:23]2[C:18](=[N:19][CH:20]=[CH:21][CH:22]=2)[CH2:17][CH2:16][C:15]2[CH:24]=[CH:25][C:26]([F:28])=[CH:27][C:14]1=2)=[S:11], predict the reactants needed to synthesize it. The reactants are: [Cl:1][C:2]1[CH:3]=[C:4]([C:29](O)=[O:30])[CH:5]=[N:6][C:7]=1[NH:8][NH:9][C:10]([NH:12][CH:13]1[C:23]2[C:18](=[N:19][CH:20]=[CH:21][CH:22]=2)[CH2:17][CH2:16][C:15]2[CH:24]=[CH:25][C:26]([F:28])=[CH:27][C:14]1=2)=[S:11].CN(C(ON1N=NC2C=CC=NC1=2)=[N+](C)C)C.F[P-](F)(F)(F)(F)F.CCN(C(C)C)C(C)C.Cl.[NH2:66][C@@H:67]1[CH2:71][CH2:70][N:69]([C:72]2[CH:77]=[CH:76][CH:75]=[CH:74][CH:73]=2)[C:68]1=[O:78]. (4) Given the product [F:1][C:2]1[CH:3]=[C:4]([NH:9][CH2:19][CH2:18][C:15]2[CH:14]=[CH:13][C:12]([C:11]([F:10])([F:22])[F:23])=[CH:17][CH:16]=2)[CH:5]=[CH:6][C:7]=1[F:8], predict the reactants needed to synthesize it. The reactants are: [F:1][C:2]1[CH:3]=[C:4]([NH2:9])[CH:5]=[CH:6][C:7]=1[F:8].[F:10][C:11]([F:23])([F:22])[C:12]1[CH:17]=[CH:16][C:15]([CH2:18][C:19](O)=O)=[CH:14][CH:13]=1.